This data is from Full USPTO retrosynthesis dataset with 1.9M reactions from patents (1976-2016). The task is: Predict the reactants needed to synthesize the given product. Given the product [CH:1]1([S:4]([N:7]2[CH:11]=[C:10]([NH2:12])[CH:9]=[N:8]2)(=[O:5])=[O:6])[CH2:3][CH2:2]1, predict the reactants needed to synthesize it. The reactants are: [CH:1]1([S:4]([N:7]2[CH:11]=[C:10]([N+:12]([O-])=O)[CH:9]=[N:8]2)(=[O:6])=[O:5])[CH2:3][CH2:2]1.